Dataset: Forward reaction prediction with 1.9M reactions from USPTO patents (1976-2016). Task: Predict the product of the given reaction. The product is: [Br:28][CH2:9][C:8]([C:11]1[CH:12]=[C:13]([C:24]([CH3:27])([CH3:26])[CH3:25])[C:14]2[O:19][CH2:18][CH2:17][N:16]([CH2:20][C:21]#[N:22])[C:15]=2[CH:23]=1)=[O:10]. Given the reactants C(N(CC)CC)C.[C:8]([C:11]1[CH:12]=[C:13]([C:24]([CH3:27])([CH3:26])[CH3:25])[C:14]2[O:19][CH2:18][CH2:17][N:16]([CH2:20][C:21]#[N:22])[C:15]=2[CH:23]=1)(=[O:10])[CH3:9].[Br:28]N1C(=O)CCC1=O.C(OCC)(=O)C, predict the reaction product.